Dataset: Peptide-MHC class II binding affinity with 134,281 pairs from IEDB. Task: Regression. Given a peptide amino acid sequence and an MHC pseudo amino acid sequence, predict their binding affinity value. This is MHC class II binding data. (1) The peptide sequence is GAGKTRRFLPQILAE. The MHC is DRB3_0301 with pseudo-sequence DRB3_0301. The binding affinity (normalized) is 0.417. (2) The peptide sequence is VAANRIQLLALIATN. The MHC is DRB1_0802 with pseudo-sequence DRB1_0802. The binding affinity (normalized) is 0.224. (3) The peptide sequence is TGHGTVVMQVKVPKG. The MHC is DRB1_0405 with pseudo-sequence DRB1_0405. The binding affinity (normalized) is 0.264.